From a dataset of Reaction yield outcomes from USPTO patents with 853,638 reactions. Predict the reaction yield, written as a fraction of the theoretical maximum amount of product (1.0 means a 100% yield; for example, 0.34 means a 34% yield). (1) The catalyst is O1CCCC1.CCOC(C)=O. The yield is 0.696. The product is [NH:1]1[C:9]2[C:4](=[CH:5][CH:6]=[CH:7][CH:8]=2)[C:3]2([CH2:29][CH2:28][CH2:27][CH2:26][CH2:25]2)[C:2]1=[O:10]. The reactants are [NH:1]1[C:9]2[C:4](=[CH:5][CH:6]=[CH:7][CH:8]=2)[CH2:3][C:2]1=[O:10].C([Li])CCC.CN(C)CCN(C)C.I[CH2:25][CH2:26][CH2:27][CH2:28][CH2:29]I.[Cl-].[NH4+]. (2) The reactants are Cl[C:2]1[N:7]2[N:8]=[C:9]([CH3:11])[CH:10]=[C:6]2[N:5]=[C:4]([NH:12][C:13](=[O:25])[C:14]2[CH:19]=[CH:18][C:17]([O:20][C:21]([F:24])([F:23])[F:22])=[CH:16][CH:15]=2)[CH:3]=1.Cl.[NH:27]1[CH2:32][CH2:31][CH:30]([NH:33][C:34](=[O:36])[CH3:35])[CH2:29][CH2:28]1.C(N(CC)C(C)C)(C)C. The catalyst is CN(C=O)C.CS(C)=O.CO. The product is [C:34]([NH:33][CH:30]1[CH2:31][CH2:32][N:27]([C:2]2[N:7]3[N:8]=[C:9]([CH3:11])[CH:10]=[C:6]3[N:5]=[C:4]([NH:12][C:13](=[O:25])[C:14]3[CH:19]=[CH:18][C:17]([O:20][C:21]([F:24])([F:23])[F:22])=[CH:16][CH:15]=3)[CH:3]=2)[CH2:28][CH2:29]1)(=[O:36])[CH3:35]. The yield is 0.350. (3) The reactants are [CH:1]([C:3]1[CH:12]=[CH:11][C:6]([C:7]([O:9][CH3:10])=[O:8])=[CH:5][CH:4]=1)=[O:2].[CH2:13]([Mg]Br)[CH2:14][CH3:15]. The catalyst is O1CCCC1. The product is [OH:2][CH:1]([C:3]1[CH:12]=[CH:11][C:6]([C:7]([O:9][CH3:10])=[O:8])=[CH:5][CH:4]=1)[CH2:13][CH2:14][CH3:15]. The yield is 0.470. (4) The reactants are [C:1]([O:5][C:6]([N:8]1[CH2:13][CH2:12][C@@H:11]([C:14]2[CH:19]=[CH:18][C:17]([F:20])=[CH:16][CH:15]=2)[C@H:10]([OH:21])[CH2:9]1)=[O:7])([CH3:4])([CH3:3])[CH3:2].FS([C:26]([F:31])([F:30])C(O)=O)(=O)=O. The catalyst is C(#N)C.[Cu]I. The product is [F:30][CH:26]([F:31])[O:21][C@H:10]1[C@H:11]([C:14]2[CH:15]=[CH:16][C:17]([F:20])=[CH:18][CH:19]=2)[CH2:12][CH2:13][N:8]([C:6]([O:5][C:1]([CH3:4])([CH3:2])[CH3:3])=[O:7])[CH2:9]1. The yield is 0.170. (5) The reactants are C[N:2](C)[CH:3]=[CH:4][C:5]([C:7]1[CH:12]=[CH:11][CH:10]=[C:9]([OH:13])[CH:8]=1)=[O:6].Cl.NO. The catalyst is O1CCOCC1.O. The product is [O:6]1[C:5]([C:7]2[CH:8]=[C:9]([OH:13])[CH:10]=[CH:11][CH:12]=2)=[CH:4][CH:3]=[N:2]1. The yield is 0.755. (6) The reactants are C(O[C:6](=[O:28])[NH:7][C@H:8]1[CH2:16][O:15]C(=O)[C@H](CC2C=CC=CC=2)[C@@H:12]([OH:25])[C@H:11]([CH3:26])[O:10][C:9]1=[O:27])(C)(C)C.[OH:29][C:30]1[C:31](C(O)=O)=[N:32][CH:33]=[CH:34][C:35]=1[O:36][CH3:37].N1C=CC=CC=1C(N)=[O:48].O.[OH-].[Li+]. The catalyst is CO. The product is [OH:29][C:30]1[C:31]([C:6]([NH:7][C@@H:8]2[C@@H:16]([OH:15])[C@H:26]([OH:48])[C@@H:11]([CH2:12][OH:25])[O:10][C@@H:9]2[OH:27])=[O:28])=[N:32][CH:33]=[CH:34][C:35]=1[O:36][CH3:37]. The yield is 0.880. (7) The reactants are COC1C=CC(C[N:8](CC2C=CC(OC)=CC=2)[C:9]2[N:13](CC3C=CC(OC)=CC=3)[N:12]=[C:11]([NH:23][C:24]3[CH:25]=[C:26]([C:30]([C:32]4[CH:37]=[CH:36][CH:35]=[CH:34][CH:33]=4)=[O:31])[CH:27]=[CH:28][CH:29]=3)[N:10]=2)=CC=1.C(O)(C(F)(F)F)=O. No catalyst specified. The product is [NH2:8][C:9]1[NH:13][N:12]=[C:11]([NH:23][C:24]2[CH:25]=[C:26]([C:30]([C:32]3[CH:37]=[CH:36][CH:35]=[CH:34][CH:33]=3)=[O:31])[CH:27]=[CH:28][CH:29]=2)[N:10]=1. The yield is 0.200. (8) The reactants are [OH:1][CH2:2][CH2:3][CH2:4][C:5]1[C:6]([CH:18]([CH3:20])[CH3:19])=[N:7][N:8]([C:10]2[N:15]=[CH:14][C:13]([C:16]#[N:17])=[CH:12][CH:11]=2)[CH:9]=1.O[C:22]1[C:27]([O:28][CH3:29])=[CH:26][CH:25]=[CH:24][C:23]=1[CH2:30][C:31]([O:33]C)=[O:32].C(P(CCCC)CCCC)CCC.N(C(N1CCCCC1)=O)=NC(N1CCCCC1)=O. The catalyst is O1CCCC1. The product is [C:16]([C:13]1[CH:12]=[CH:11][C:10]([N:8]2[CH:9]=[C:5]([CH2:4][CH2:3][CH2:2][O:1][C:22]3[C:27]([O:28][CH3:29])=[CH:26][CH:25]=[CH:24][C:23]=3[CH2:30][C:31]([OH:33])=[O:32])[C:6]([CH:18]([CH3:20])[CH3:19])=[N:7]2)=[N:15][CH:14]=1)#[N:17]. The yield is 0.670. (9) The reactants are Cl.[NH:2]1[CH2:7][CH2:6][CH:5]([N:8]2[C@H:12]3[CH2:13][CH2:14][CH2:15][CH2:16][C@H:11]3[NH:10][C:9]2=[O:17])[CH2:4][CH2:3]1.O=[C:19]1[CH2:24][CH2:23][N:22]([C:25]([O:27][C:28]([CH3:31])([CH3:30])[CH3:29])=[O:26])[CH2:21][CH2:20]1.C([BH3-])#N.[Na+]. The catalyst is CO. The product is [O:17]=[C:9]1[N:8]([CH:5]2[CH2:4][CH2:3][N:2]([CH:19]3[CH2:24][CH2:23][N:22]([C:25]([O:27][C:28]([CH3:31])([CH3:30])[CH3:29])=[O:26])[CH2:21][CH2:20]3)[CH2:7][CH2:6]2)[C@H:12]2[CH2:13][CH2:14][CH2:15][CH2:16][C@H:11]2[NH:10]1. The yield is 0.590.